Task: Predict the reaction yield, written as a fraction of the theoretical maximum amount of product (1.0 means a 100% yield; for example, 0.34 means a 34% yield).. Dataset: Reaction yield outcomes from USPTO patents with 853,638 reactions The reactants are C([O:7][C:8]1[C:9]([CH3:28])=[C:10]2[N:15]([CH:16]=1)[N:14]=[CH:13][N:12]=[C:11]2[O:17][C:18]1[CH:23]=[CH:22][C:21]([N+:24]([O-:26])=[O:25])=[CH:20][C:19]=1[F:27])(=O)C(C)(C)C.[OH-].[Na+]. The catalyst is C1COCC1.CO.O. The product is [F:27][C:19]1[CH:20]=[C:21]([N+:24]([O-:26])=[O:25])[CH:22]=[CH:23][C:18]=1[O:17][C:11]1[C:10]2=[C:9]([CH3:28])[C:8]([OH:7])=[CH:16][N:15]2[N:14]=[CH:13][N:12]=1. The yield is 0.850.